Dataset: Full USPTO retrosynthesis dataset with 1.9M reactions from patents (1976-2016). Task: Predict the reactants needed to synthesize the given product. The reactants are: [C:1]1(=[O:11])[C:10]2[C:5](=[CH:6][CH:7]=[N:8][CH:9]=2)[CH2:4][CH2:3][NH:2]1.I[C:13]1[CH:14]=[N:15][CH:16]=[CH:17][C:18]=1[CH3:19].P([O-])([O-])([O-])=O.[K+].[K+].[K+]. Given the product [CH3:19][C:18]1[CH:17]=[CH:16][N:15]=[CH:14][C:13]=1[N:2]1[CH2:3][CH2:4][C:5]2[C:10](=[CH:9][N:8]=[CH:7][CH:6]=2)[C:1]1=[O:11], predict the reactants needed to synthesize it.